From a dataset of Full USPTO retrosynthesis dataset with 1.9M reactions from patents (1976-2016). Predict the reactants needed to synthesize the given product. (1) Given the product [CH3:3][CH:2]([C@H:4]([CH2:20][C@H:21]([NH2:39])[C@@H:22]([OH:38])[CH2:23][C@H:24]([C:28]([NH:30][CH2:31][C:32]([C:35]([NH2:37])=[O:36])([CH3:33])[CH3:34])=[O:29])[CH:25]([CH3:26])[CH3:27])[CH2:5][C:6]1[CH:7]=[CH:8][C:9]([O:18][CH3:19])=[C:10]([O:12][CH2:13][CH2:14][CH2:15][O:16][CH3:17])[CH:11]=1)[CH3:1].[CH3:3][CH:2]([C@H:4]([CH2:20][C@H:21]([NH2:39])[C@@H:22]([OH:38])[CH2:23][C@H:24]([C:28]([NH:30][CH2:31][C:32]([C:35]([NH2:37])=[O:36])([CH3:33])[CH3:34])=[O:29])[CH:25]([CH3:26])[CH3:27])[CH2:5][C:6]1[CH:7]=[CH:8][C:9]([O:18][CH3:19])=[C:10]([O:12][CH2:13][CH2:14][CH2:15][O:16][CH3:17])[CH:11]=1)[CH3:1].[CH:47](/[C:46]([OH:53])=[O:52])=[CH:48]\[C:49]([OH:51])=[O:50], predict the reactants needed to synthesize it. The reactants are: [CH3:1][CH:2]([C@H:4]([CH2:20][C@H:21]([NH2:39])[C@@H:22]([OH:38])[CH2:23][C@H:24]([C:28]([NH:30][CH2:31][C:32]([C:35]([NH2:37])=[O:36])([CH3:34])[CH3:33])=[O:29])[CH:25]([CH3:27])[CH3:26])[CH2:5][C:6]1[CH:7]=[CH:8][C:9]([O:18][CH3:19])=[C:10]([O:12][CH2:13][CH2:14][CH2:15][O:16][CH3:17])[CH:11]=1)[CH3:3].COC(=O)OC.[C:46]([OH:53])(=[O:52])/[CH:47]=[CH:48]/[C:49]([OH:51])=[O:50]. (2) Given the product [F:20][C:2]([F:1])([F:19])[O:3][CH2:4][CH:5]1[O:10][C:9]2[CH:11]=[CH:12][C:13]([C:15]([OH:17])=[O:16])=[CH:14][C:8]=2[O:7][CH2:6]1, predict the reactants needed to synthesize it. The reactants are: [F:1][C:2]([F:20])([F:19])[O:3][CH2:4][CH:5]1[O:10][C:9]2[CH:11]=[CH:12][C:13]([C:15]([O:17]C)=[O:16])=[CH:14][C:8]=2[O:7][CH2:6]1.[OH-].[Na+].Cl. (3) Given the product [C:12]1([C:4]2[CH:3]=[C:2]([N:23]3[CH2:22][CH2:21][N:20]4[CH2:24][CH2:25][CH2:26][CH:19]4[CH2:18]3)[N:7]=[N:6][C:5]=2[C:8]([F:11])([F:10])[F:9])[CH:17]=[CH:16][CH:15]=[CH:14][CH:13]=1, predict the reactants needed to synthesize it. The reactants are: Cl[C:2]1[N:7]=[N:6][C:5]([C:8]([F:11])([F:10])[F:9])=[C:4]([C:12]2[CH:17]=[CH:16][CH:15]=[CH:14][CH:13]=2)[CH:3]=1.[CH2:18]1[NH:23][CH2:22][CH2:21][N:20]2[CH2:24][CH2:25][CH2:26][CH:19]12.C(N(C(C)C)CC)(C)C.Cl. (4) Given the product [Cl:1][C:2]1[N:7]=[CH:6][N:5]=[C:4]([NH:8][C:9]2[CH:10]=[C:11]([CH2:15][CH2:36][S:37]([NH2:40])(=[O:39])=[O:38])[CH:12]=[CH:13][CH:14]=2)[N:3]=1, predict the reactants needed to synthesize it. The reactants are: [Cl:1][C:2]1[N:7]=[CH:6][N:5]=[C:4]([NH:8][C:9]2[CH:10]=[C:11]([CH2:15]S(N)(=O)=O)[CH:12]=[CH:13][CH:14]=2)[N:3]=1.ClC1N=C(Cl)N=CN=1.NC1C=C(C[CH2:36][S:37]([NH2:40])(=[O:39])=[O:38])C=CC=1.